This data is from Peptide-MHC class I binding affinity with 185,985 pairs from IEDB/IMGT. The task is: Regression. Given a peptide amino acid sequence and an MHC pseudo amino acid sequence, predict their binding affinity value. This is MHC class I binding data. (1) The peptide sequence is MAMTTTLSI. The MHC is HLA-B08:01 with pseudo-sequence HLA-B08:01. The binding affinity (normalized) is 0.656. (2) The peptide sequence is YLYNKYSFK. The MHC is HLA-B08:01 with pseudo-sequence HLA-B08:01. The binding affinity (normalized) is 0.0847. (3) The peptide sequence is ALLSLVAHY. The MHC is HLA-A02:01 with pseudo-sequence HLA-A02:01. The binding affinity (normalized) is 0.382. (4) The peptide sequence is ALMPLYACI. The MHC is HLA-A31:01 with pseudo-sequence HLA-A31:01. The binding affinity (normalized) is 0. (5) The peptide sequence is KEKGGLEGM. The MHC is HLA-B07:02 with pseudo-sequence HLA-B07:02. The binding affinity (normalized) is 0.271. (6) The peptide sequence is SFKSINKVY. The MHC is HLA-A68:01 with pseudo-sequence HLA-A68:01. The binding affinity (normalized) is 0.183. (7) The peptide sequence is VDYGVRFFFY. The MHC is HLA-B45:01 with pseudo-sequence HLA-B45:01. The binding affinity (normalized) is 0.435. (8) The peptide sequence is LILSCIFAFI. The MHC is H-2-Kb with pseudo-sequence H-2-Kb. The binding affinity (normalized) is 0.